From a dataset of Catalyst prediction with 721,799 reactions and 888 catalyst types from USPTO. Predict which catalyst facilitates the given reaction. Reactant: [C:1]([N:8]1[CH2:13][CH2:12][CH:11]([C:14]2[CH:19]=[CH:18][C:17]([C:20](O)=[O:21])=[CH:16][CH:15]=2)[CH2:10][CH2:9]1)([O:3][C:4]([CH3:7])([CH3:6])[CH3:5])=[O:2].[I:23][C:24]1[CH:25]=[C:26]([CH:28]=[CH:29][C:30]=1[CH3:31])[NH2:27].CCN=C=NCCCN(C)C. Product: [C:4]([O:3][C:1]([N:8]1[CH2:13][CH2:12][CH:11]([C:14]2[CH:19]=[CH:18][C:17]([C:20](=[O:21])[NH:27][C:26]3[CH:28]=[CH:29][C:30]([CH3:31])=[C:24]([I:23])[CH:25]=3)=[CH:16][CH:15]=2)[CH2:10][CH2:9]1)=[O:2])([CH3:6])([CH3:5])[CH3:7]. The catalyst class is: 2.